This data is from Reaction yield outcomes from USPTO patents with 853,638 reactions. The task is: Predict the reaction yield, written as a fraction of the theoretical maximum amount of product (1.0 means a 100% yield; for example, 0.34 means a 34% yield). The reactants are [NH:1]1[C:9]2[C:4](=[CH:5][CH:6]=[CH:7][CH:8]=2)[C:3]([CH2:10][C@H:11]([NH:14][C:15](=[O:21])[O:16][C:17]([CH3:20])([CH3:19])[CH3:18])[CH:12]=[CH2:13])=[CH:2]1.B1C2CCCC1CCC2.[Cl:31][C:32]1[C:37](/[CH:38]=[CH:39]/[C:40]2[CH:45]=[CH:44][N:43]=[CH:42][CH:41]=2)=[CH:36][C:35](I)=[CH:34][N:33]=1.C([O-])([O-])=O.[Cs+].[Cs+]. The catalyst is C1COCC1.CN(C=O)C.Cl[Pd]Cl. The product is [Cl:31][C:32]1[N:33]=[CH:34][C:35]([CH2:13][CH2:12][C@@H:11]([NH:14][C:15](=[O:21])[O:16][C:17]([CH3:20])([CH3:19])[CH3:18])[CH2:10][C:3]2[C:4]3[C:9](=[CH:8][CH:7]=[CH:6][CH:5]=3)[NH:1][CH:2]=2)=[CH:36][C:37]=1/[CH:38]=[CH:39]/[C:40]1[CH:41]=[CH:42][N:43]=[CH:44][CH:45]=1. The yield is 0.400.